Dataset: Catalyst prediction with 721,799 reactions and 888 catalyst types from USPTO. Task: Predict which catalyst facilitates the given reaction. Reactant: [C:1]1([CH2:7][CH2:8][CH:9](O)[CH:10]=[CH2:11])[CH:6]=[CH:5][CH:4]=[CH:3][CH:2]=1.S(=O)(=O)(O)N.C([N:20](CC)CC)C.[C:25](Cl)(=[O:32])[C:26]1[CH:31]=[CH:30][CH:29]=[CH:28][CH:27]=1. Product: [C:1]1([CH2:7][CH2:8][CH:9]([NH:20][C:25](=[O:32])[C:26]2[CH:31]=[CH:30][CH:29]=[CH:28][CH:27]=2)[CH:10]=[CH2:11])[CH:6]=[CH:5][CH:4]=[CH:3][CH:2]=1. The catalyst class is: 9.